From a dataset of Reaction yield outcomes from USPTO patents with 853,638 reactions. Predict the reaction yield, written as a fraction of the theoretical maximum amount of product (1.0 means a 100% yield; for example, 0.34 means a 34% yield). The reactants are [F:1][C:2]1[CH:7]=[CH:6][C:5]([C:8]2[O:9][CH:10]=[C:11]([C:13]([CH3:17])([CH3:16])[CH2:14][NH2:15])[N:12]=2)=[CH:4][CH:3]=1.[F:18][CH:19]([F:34])[C:20]1[O:24][N:23]=[C:22]([C:25]2[CH:26]=[N:27][CH:28]=[C:29]([CH:33]=2)[C:30](O)=[O:31])[N:21]=1. No catalyst specified. The product is [F:34][CH:19]([F:18])[C:20]1[O:24][N:23]=[C:22]([C:25]2[CH:26]=[N:27][CH:28]=[C:29]([CH:33]=2)[C:30]([NH:15][CH2:14][C:13]([C:11]2[N:12]=[C:8]([C:5]3[CH:4]=[CH:3][C:2]([F:1])=[CH:7][CH:6]=3)[O:9][CH:10]=2)([CH3:17])[CH3:16])=[O:31])[N:21]=1. The yield is 0.240.